The task is: Predict the product of the given reaction.. This data is from Forward reaction prediction with 1.9M reactions from USPTO patents (1976-2016). (1) Given the reactants O1CCCC1.[H-].C([Al+]CC(C)C)C(C)C.CON(C)[C:19]([C:21]1[N:22]=[CH:23][C:24]2[C:29]([CH:30]=1)=[CH:28][CH:27]=[CH:26][CH:25]=2)=[O:20], predict the reaction product. The product is: [CH:23]1[C:24]2[C:29](=[CH:28][CH:27]=[CH:26][CH:25]=2)[CH:30]=[C:21]([CH:19]=[O:20])[N:22]=1. (2) Given the reactants [P:1]([OH:50])([O:29][CH2:30][CH2:31][CH2:32][O:33][CH2:34][CH2:35][CH2:36][CH2:37][CH2:38][CH2:39][CH2:40][CH2:41][CH2:42][CH2:43][CH2:44][CH2:45][CH2:46][CH2:47][CH2:48][CH3:49])([O:3][CH2:4][CH:5]1[CH:9]([OH:10])[C@@H:8]([OH:11])[C@H:7]([N:12]2[C:16]3[N:17]=[CH:18][N:19]=[C:20]([NH:21][CH2:22][CH2:23][CH:24]([CH3:26])[CH3:25])[C:15]=3[C:14]([C:27]#[N:28])=[CH:13]2)[O:6]1)=[O:2].C(N(CC)CC)C.Cl.[NH2:59][OH:60], predict the reaction product. The product is: [P:1]([OH:50])([O:29][CH2:30][CH2:31][CH2:32][O:33][CH2:34][CH2:35][CH2:36][CH2:37][CH2:38][CH2:39][CH2:40][CH2:41][CH2:42][CH2:43][CH2:44][CH2:45][CH2:46][CH2:47][CH2:48][CH3:49])([O:3][CH2:4][CH:5]1[CH:9]([OH:10])[C@@H:8]([OH:11])[C@H:7]([N:12]2[C:16]3[N:17]=[CH:18][N:19]=[C:20]([NH:21][CH2:22][CH2:23][CH:24]([CH3:26])[CH3:25])[C:15]=3[C:14]([C:27](=[N:59][OH:60])[NH2:28])=[CH:13]2)[O:6]1)=[O:2]. (3) The product is: [I:15][C:11]1[CH:10]=[C:9]([N:8]2[CH:3]=[CH:4][NH:5][C:6]2=[O:7])[CH:14]=[CH:13][CH:12]=1. Given the reactants CO[CH:3](OC)[CH2:4][NH:5][C:6]([NH:8][C:9]1[CH:14]=[CH:13][CH:12]=[C:11]([I:15])[CH:10]=1)=[O:7].O, predict the reaction product. (4) Given the reactants [Cl:1][C:2]1[CH:10]=[CH:9][C:8]([N:11]2[CH2:16][CH2:15][N:14]([CH2:17][CH2:18][N:19]([CH3:21])[CH3:20])[CH2:13][CH2:12]2)=[CH:7][C:3]=1[C:4]([OH:6])=O.Cl.CN(C)CCCN=C=NCC.O.O[N:36]1[C:40]2[CH:41]=[CH:42][CH:43]=[CH:44][C:39]=2[N:38]=N1.C1(N)C=CC=CC=1N, predict the reaction product. The product is: [NH2:36][C:40]1[CH:41]=[CH:42][CH:43]=[CH:44][C:39]=1[NH:38][C:4](=[O:6])[C:3]1[CH:7]=[C:8]([N:11]2[CH2:16][CH2:15][N:14]([CH2:17][CH2:18][N:19]([CH3:21])[CH3:20])[CH2:13][CH2:12]2)[CH:9]=[CH:10][C:2]=1[Cl:1]. (5) Given the reactants [H-].[Na+].[OH:3][C:4]1[CH:13]=[CH:12][C:7]([C:8]([O:10][CH3:11])=[O:9])=[CH:6][CH:5]=1.[CH3:14][O:15][CH2:16][CH2:17][O:18][CH2:19]Cl.O, predict the reaction product. The product is: [CH3:14][O:15][CH2:16][CH2:17][O:18][CH2:19][O:3][C:4]1[CH:5]=[CH:6][C:7]([C:8]([O:10][CH3:11])=[O:9])=[CH:12][CH:13]=1.